From a dataset of Reaction yield outcomes from USPTO patents with 853,638 reactions. Predict the reaction yield, written as a fraction of the theoretical maximum amount of product (1.0 means a 100% yield; for example, 0.34 means a 34% yield). The reactants are [N+:1]([C:4]1[CH:9]=[CH:8][C:7]([NH:10][C:11]2[C:19]3[C:14](=[CH:15][CH:16]=[CH:17]C=3)NC=2)=[CH:6][CH:5]=1)([O-:3])=[O:2].C(=O)([O-])[O-].[K+].[K+].[CH3:26]I.[CH3:28][N:29]([CH:31]=O)[CH3:30]. No catalyst specified. The product is [CH3:28][N:29]1[C:30]2[C:19](=[CH:14][CH:15]=[CH:16][CH:17]=2)[C:11]([N:10]([CH3:26])[C:7]2[CH:6]=[CH:5][C:4]([N+:1]([O-:3])=[O:2])=[CH:9][CH:8]=2)=[CH:31]1. The yield is 0.420.